Binary Classification. Given a miRNA mature sequence and a target amino acid sequence, predict their likelihood of interaction. From a dataset of Experimentally validated miRNA-target interactions with 360,000+ pairs, plus equal number of negative samples. The miRNA is hsa-miR-510-3p with sequence AUUGAAACCUCUAAGAGUGGA. The protein sequence of the target gene is MREYKLVVLGSGGVGKSALTVQFVQGIFVEKYDPTIEDSYRKQVEVDAQQCMLEILDTAGTEQFTAMRDLYMKNGQGFALVYSITAQSTFNDLQDLREQILRVKDTDDVPMILVGNKCDLEDERVVGKEQGQNLARQWNNCAFLESSAKSKINVNEIFYDLVRQINRKTPVPGKARKKSSCQLL. Result: 1 (interaction).